From a dataset of Catalyst prediction with 721,799 reactions and 888 catalyst types from USPTO. Predict which catalyst facilitates the given reaction. Reactant: [CH2:1]([O:3][C:4]([C:6]1[N:7]=[N:8][C:9]([Cl:13])=[CH:10][C:11]=1Cl)=[O:5])[CH3:2].[CH2:14]([C:16]1[N:21]=[C:20]([NH2:22])[CH:19]=[CH:18][CH:17]=1)[CH3:15]. Product: [CH2:1]([O:3][C:4]([C:6]1[N:7]=[N:8][C:9]([Cl:13])=[CH:10][C:11]=1[NH:22][C:20]1[CH:19]=[CH:18][CH:17]=[C:16]([CH2:14][CH3:15])[N:21]=1)=[O:5])[CH3:2]. The catalyst class is: 10.